Dataset: Full USPTO retrosynthesis dataset with 1.9M reactions from patents (1976-2016). Task: Predict the reactants needed to synthesize the given product. The reactants are: Cl[C:2]1[NH:3][C:4](=[O:12])[C:5]2[CH:10]=[N:9][N:8]([CH3:11])[C:6]=2[N:7]=1.[F:13][C:14]([F:25])([F:24])[C:15]1[N:20]=[CH:19][C:18](B(O)O)=[CH:17][CH:16]=1.C(=O)([O-])[O-].[Na+].[Na+].CN(C=O)C. Given the product [CH3:11][N:8]1[C:6]2[N:7]=[C:2]([C:18]3[CH:19]=[N:20][C:15]([C:14]([F:25])([F:24])[F:13])=[CH:16][CH:17]=3)[NH:3][C:4](=[O:12])[C:5]=2[CH:10]=[N:9]1, predict the reactants needed to synthesize it.